Dataset: NCI-60 drug combinations with 297,098 pairs across 59 cell lines. Task: Regression. Given two drug SMILES strings and cell line genomic features, predict the synergy score measuring deviation from expected non-interaction effect. (1) Cell line: NCI-H522. Drug 2: C1C(C(OC1N2C=C(C(=O)NC2=O)F)CO)O. Synergy scores: CSS=20.9, Synergy_ZIP=-1.52, Synergy_Bliss=-2.80, Synergy_Loewe=-18.5, Synergy_HSA=-1.67. Drug 1: C1CC(=O)NC(=O)C1N2CC3=C(C2=O)C=CC=C3N. (2) Drug 1: COC1=C(C=C2C(=C1)N=CN=C2NC3=CC(=C(C=C3)F)Cl)OCCCN4CCOCC4. Drug 2: CC1C(C(=O)NC(C(=O)N2CCCC2C(=O)N(CC(=O)N(C(C(=O)O1)C(C)C)C)C)C(C)C)NC(=O)C3=C4C(=C(C=C3)C)OC5=C(C(=O)C(=C(C5=N4)C(=O)NC6C(OC(=O)C(N(C(=O)CN(C(=O)C7CCCN7C(=O)C(NC6=O)C(C)C)C)C)C(C)C)C)N)C. Cell line: MDA-MB-231. Synergy scores: CSS=27.0, Synergy_ZIP=10.5, Synergy_Bliss=14.8, Synergy_Loewe=16.3, Synergy_HSA=15.8. (3) Drug 1: CC1=C(C=C(C=C1)NC2=NC=CC(=N2)N(C)C3=CC4=NN(C(=C4C=C3)C)C)S(=O)(=O)N.Cl. Drug 2: CN(C(=O)NC(C=O)C(C(C(CO)O)O)O)N=O. Cell line: LOX IMVI. Synergy scores: CSS=19.9, Synergy_ZIP=7.41, Synergy_Bliss=7.57, Synergy_Loewe=10.2, Synergy_HSA=10.5.